From a dataset of Forward reaction prediction with 1.9M reactions from USPTO patents (1976-2016). Predict the product of the given reaction. (1) The product is: [O:21]([C:18]1[CH:19]=[CH:20][C:15]([S:14][CH2:13][C@H:9]2[CH2:10][CH2:11][CH2:12][NH:8]2)=[CH:16][CH:17]=1)[C:22]1[CH:23]=[CH:24][CH:25]=[CH:26][CH:27]=1. Given the reactants C(OC([N:8]1[CH2:12][CH2:11][CH2:10][C@@H:9]1[CH2:13][S:14][C:15]1[CH:20]=[CH:19][C:18]([O:21][C:22]2[CH:27]=[CH:26][CH:25]=[CH:24][CH:23]=2)=[CH:17][CH:16]=1)=O)(C)(C)C.Cl, predict the reaction product. (2) Given the reactants [I:1][C:2]1[CH:3]=[CH:4][C:5]2[N:6]([CH:8]=[C:9]([NH2:11])[N:10]=2)[N:7]=1.Cl.[CH3:13][N:14]([CH2:16][C:17](Cl)=[O:18])[CH3:15], predict the reaction product. The product is: [I:1][C:2]1[CH:3]=[CH:4][C:5]2[N:6]([CH:8]=[C:9]([NH:11][C:17](=[O:18])[CH2:16][N:14]([CH3:15])[CH3:13])[N:10]=2)[N:7]=1. (3) Given the reactants Br[C:2]1[C:11]2[C:6](=[CH:7][C:8]([Br:12])=[CH:9][CH:10]=2)[CH:5]=[C:4]([NH2:13])[N:3]=1.C([O-])=O.[NH4+], predict the reaction product. The product is: [Br:12][C:8]1[CH:7]=[C:6]2[C:11](=[CH:10][CH:9]=1)[CH:2]=[N:3][C:4]([NH2:13])=[CH:5]2. (4) Given the reactants CC1C=CC(S(O[CH2:12][CH:13]2[O:18][C:17]3[CH:19]=[C:20]([F:24])[C:21]([F:23])=[CH:22][C:16]=3[O:15][CH2:14]2)(=O)=O)=CC=1.[CH2:25]([NH2:28])[CH2:26][CH3:27].Br, predict the reaction product. The product is: [F:23][C:21]1[C:20]([F:24])=[CH:19][C:17]2[O:18][CH:13]([CH2:12][NH:28][CH2:25][CH2:26][CH3:27])[CH2:14][O:15][C:16]=2[CH:22]=1. (5) The product is: [C:1]([C:5]1[N:6]=[C:7]([N:22]2[CH2:23][CH2:24][C@H:26]([OH:25])[CH2:27]2)[C:8]2[N:13]=[N:12][N:11]([CH2:14][C:15]3[CH:20]=[CH:19][CH:18]=[CH:17][C:16]=3[Cl:21])[C:9]=2[N:10]=1)([CH3:2])([CH3:3])[CH3:4]. Given the reactants [C:1]([C:5]1[N:6]=[C:7]([N:22]2[CH2:27][CH2:26][O:25][CH2:24][CH2:23]2)[C:8]2[N:13]=[N:12][N:11]([CH2:14][C:15]3[CH:20]=[CH:19][CH:18]=[CH:17][C:16]=3[Cl:21])[C:9]=2[N:10]=1)([CH3:4])([CH3:3])[CH3:2].C(C1N=C(Cl)C2N=NN(CC3C=CC=CC=3Cl)C=2N=1)(C)(C)C.N1CC[C@H](O)C1, predict the reaction product. (6) Given the reactants [N:1]([C:4]1[C:8]([CH3:9])=[CH:7][S:6][CH:5]=1)=[C:2]=[S:3].[O:10]1[C:14]2([CH2:19][CH2:18][CH2:17][CH2:16][CH:15]2[NH2:20])[O:13][CH2:12][CH2:11]1, predict the reaction product. The product is: [O:10]1[C:14]2([CH2:19][CH2:18][CH2:17][CH2:16][CH:15]2[NH:20][C:2]([NH:1][C:4]2[C:8]([CH3:9])=[CH:7][S:6][CH:5]=2)=[S:3])[O:13][CH2:12][CH2:11]1.